From a dataset of Catalyst prediction with 721,799 reactions and 888 catalyst types from USPTO. Predict which catalyst facilitates the given reaction. (1) Reactant: [CH3:1][C:2]1[CH:3]=[N:4][C:5]2[N:6]([N:8]=[C:9]([C:13]3[CH:18]=[CH:17][CH:16]=[CH:15][CH:14]=3)[C:10]=2[CH2:11]O)[CH:7]=1.S(Cl)([Cl:21])=O. Product: [Cl:21][CH2:11][C:10]1[C:9]([C:13]2[CH:18]=[CH:17][CH:16]=[CH:15][CH:14]=2)=[N:8][N:6]2[CH:7]=[C:2]([CH3:1])[CH:3]=[N:4][C:5]=12. The catalyst class is: 11. (2) Reactant: Br[C:2]1[C:3]([F:12])=[C:4]([CH:9]=[CH:10][CH:11]=1)[C:5]([O:7][CH3:8])=[O:6].[CH3:13][C:14]1[S:15][C:16]([CH3:22])=[CH:17][C:18]=1B(O)O.C(=O)([O-])[O-].[Na+].[Na+].C1(P(C2CCCCC2)C2C=CC=CC=2C2C(OC)=CC=CC=2OC)CCCCC1. Product: [CH3:13][C:14]1[S:15][C:16]([CH3:22])=[CH:17][C:18]=1[C:2]1[C:3]([F:12])=[C:4]([CH:9]=[CH:10][CH:11]=1)[C:5]([O:7][CH3:8])=[O:6]. The catalyst class is: 101. (3) Reactant: [CH3:1][O:2][C:3](=[O:47])[CH2:4][C:5]1[CH:10]=[CH:9][CH:8]=[C:7]([O:11][CH2:12][CH2:13][N:14]2[CH2:20][CH2:19][CH2:18][N:17]([C:21]3[CH:26]=[CH:25][C:24]([CH2:27][N:28]4[C:36](=[O:37])[NH:35][C:34]5[C:29]4=[N:30][C:31]([O:39][CH2:40][CH2:41][CH2:42][CH3:43])=[N:32][C:33]=5[NH2:38])=[CH:23][C:22]=3[N+:44]([O-])=O)[CH2:16][CH2:15]2)[CH:6]=1. Product: [CH3:1][O:2][C:3](=[O:47])[CH2:4][C:5]1[CH:10]=[CH:9][CH:8]=[C:7]([O:11][CH2:12][CH2:13][N:14]2[CH2:20][CH2:19][CH2:18][N:17]([C:21]3[CH:26]=[CH:25][C:24]([CH2:27][N:28]4[C:36](=[O:37])[NH:35][C:34]5[C:29]4=[N:30][C:31]([O:39][CH2:40][CH2:41][CH2:42][CH3:43])=[N:32][C:33]=5[NH2:38])=[CH:23][C:22]=3[NH2:44])[CH2:16][CH2:15]2)[CH:6]=1. The catalyst class is: 833. (4) Reactant: [CH3:1][NH:2][C:3]([N:5]1[CH2:9][CH2:8][CH2:7][C@@H:6]1[C:10]1[N:11]=[N:12][N:13]([C:15]2[CH:20]=[CH:19][CH:18]=[C:17]([C:21]#[N:22])[CH:16]=2)[N:14]=1)=[S:4].[CH3:23]C(C)([O-])C.[Na+].CI.O. Product: [CH3:23][S:4][C:3]([N:5]1[CH2:9][CH2:8][CH2:7][C@@H:6]1[C:10]1[N:11]=[N:12][N:13]([C:15]2[CH:20]=[CH:19][CH:18]=[C:17]([C:21]#[N:22])[CH:16]=2)[N:14]=1)=[N:2][CH3:1]. The catalyst class is: 1. (5) Reactant: [C:1]([O:6][CH2:7][CH3:8])(=[O:5])[C:2]([CH3:4])=O.COC(OC)[N:12]([CH3:14])C.Cl.[Cl:18][C:19]1[CH:24]=[CH:23][C:22]([NH:25]N)=[CH:21][CH:20]=1. Product: [Cl:18][C:19]1[CH:24]=[CH:23][C:22]([N:25]2[C:2]([C:1]([O:6][CH2:7][CH3:8])=[O:5])=[CH:4][CH:14]=[N:12]2)=[CH:21][CH:20]=1. The catalyst class is: 8. (6) Reactant: [CH3:1][CH2:2][CH2:3][CH2:4][N:5]1[CH:9]=[N+:8]([CH3:10])[CH:7]=[CH:6]1.[Cl-].CO.[F-:14].[K+]. Product: [F-:14].[CH2:4]([N+:5]1[CH:6]=[CH:7][N:8]([CH3:10])[CH:9]=1)[CH2:3][CH2:2][CH3:1]. The catalyst class is: 6. (7) Reactant: CO[C:3]1[CH:4]=[C:5]2[C:9](=[CH:10][CH:11]=1)[CH:8]([CH2:12][CH2:13][CH3:14])[CH:7]=[CH:6]2.[CH2:15]([OH:17])C. Product: [CH3:15][O:17][C:11]1[CH:10]=[C:9]2[C:5]([CH2:6][CH2:7][CH:8]2[CH2:12][CH2:13][CH3:14])=[CH:4][CH:3]=1. The catalyst class is: 45. (8) Reactant: [F:1][C:2]([F:8])([F:7])[C:3](=O)[CH2:4][CH3:5].Cl.[NH2:10][OH:11].[OH-].[Na+]. Product: [F:1][C:2]([F:8])([F:7])/[C:3](=[N:10]/[OH:11])/[CH2:4][CH3:5]. The catalyst class is: 6. (9) Reactant: [C:1]([C:3]1[N:11]=[CH:10][C:9]2[N:8](COCC[Si](C)(C)C)[C:7]3[N:20]=[CH:21][CH:22]=[C:23]([NH:24][CH:25]4[CH2:30][CH2:29][N:28](C(OC(C)(C)C)=O)[CH2:27][CH2:26]4)[C:6]=3[C:5]=2[CH:4]=1)#[N:2].Br.[OH-].[Na+].Cl. Product: [NH:28]1[CH2:27][CH2:26][CH:25]([NH:24][C:23]2[C:6]3[C:5]4[CH:4]=[C:3]([C:1]#[N:2])[N:11]=[CH:10][C:9]=4[NH:8][C:7]=3[N:20]=[CH:21][CH:22]=2)[CH2:30][CH2:29]1. The catalyst class is: 12. (10) Reactant: [F:1][C:2]1[CH:3]=[C:4]([C:8]2[CH:17]=[N:16][C:15]([NH2:18])=[C:14]3[C:9]=2[CH:10]=[CH:11][CH:12]=[N:13]3)[CH:5]=[N:6][CH:7]=1.Br[C:20]1[CH:25]=[CH:24][C:23]([F:26])=[CH:22][N:21]=1.C1(P(C2C=CC=CC=2)C2C3OC4C(=CC=CC=4P(C4C=CC=CC=4)C4C=CC=CC=4)C(C)(C)C=3C=CC=2)C=CC=CC=1.C(=O)([O-])[O-].[Cs+].[Cs+]. Product: [F:26][C:23]1[CH:24]=[CH:25][C:20]([NH:18][C:15]2[N:16]=[CH:17][C:8]([C:4]3[CH:5]=[N:6][CH:7]=[C:2]([F:1])[CH:3]=3)=[C:9]3[C:14]=2[N:13]=[CH:12][CH:11]=[CH:10]3)=[N:21][CH:22]=1. The catalyst class is: 12.